From a dataset of Catalyst prediction with 721,799 reactions and 888 catalyst types from USPTO. Predict which catalyst facilitates the given reaction. (1) Reactant: [Cl:1][C:2]1[CH:3]=[C:4]([CH:8]2[C:12]([C:15]3[CH:20]=[CH:19][C:18]([Cl:21])=[CH:17][CH:16]=3)([C:13]#[N:14])[CH:11]([CH2:22][C:23]([CH3:26])([CH3:25])[CH3:24])[NH:10][CH:9]2[C:27](O)=[O:28])[CH:5]=[CH:6][CH:7]=1.[CH3:30][O:31][C:32]1[CH:33]=[C:34]([CH2:40][CH2:41][NH2:42])[CH:35]=[CH:36][C:37]=1[O:38][CH3:39].CN(C(ON1N=NC2C=CC=NC1=2)=[N+](C)C)C.F[P-](F)(F)(F)(F)F.CCN(C(C)C)C(C)C. Product: [CH3:30][O:31][C:32]1[CH:33]=[C:34]([CH2:40][CH2:41][NH:42][C:27]([CH:9]2[CH:8]([C:4]3[CH:5]=[CH:6][CH:7]=[C:2]([Cl:1])[CH:3]=3)[C:12]([C:15]3[CH:16]=[CH:17][C:18]([Cl:21])=[CH:19][CH:20]=3)([C:13]#[N:14])[CH:11]([CH2:22][C:23]([CH3:26])([CH3:25])[CH3:24])[NH:10]2)=[O:28])[CH:35]=[CH:36][C:37]=1[O:38][CH3:39]. The catalyst class is: 2. (2) Reactant: [N:1]1(C(OC(C)(C)C)=O)[CH2:27][CH2:26][CH2:25][C@H:2]1[C:3]([NH:5][CH2:6][C:7]([NH:9][CH2:10][C:11]([NH:13][CH2:14][C:15]([O:17][CH2:18][C:19]1[CH:24]=[CH:23][CH:22]=[CH:21][CH:20]=1)=[O:16])=[O:12])=[O:8])=[O:4]. The catalyst class is: 89. Product: [NH:1]1[CH2:27][CH2:26][CH2:25][C@H:2]1[C:3]([NH:5][CH2:6][C:7]([NH:9][CH2:10][C:11]([NH:13][CH2:14][C:15]([O:17][CH2:18][C:19]1[CH:24]=[CH:23][CH:22]=[CH:21][CH:20]=1)=[O:16])=[O:12])=[O:8])=[O:4]. (3) Reactant: [NH2:1][C:2]1[NH:6][N:5]=[C:4]([NH:7][C:8]2[CH:13]=[CH:12][C:11]([N:14]([CH3:16])[CH3:15])=[CH:10][CH:9]=2)[C:3]=1[C:17]([NH2:19])=[O:18].[OH:20][C:21]1[CH:28]=[CH:27][C:24]([CH:25]=O)=[CH:23][CH:22]=1.N1CCCCC1. Product: [CH3:16][N:14]([CH3:15])[C:11]1[CH:10]=[CH:9][C:8]([NH:7][C:4]2[C:3]([C:17]([NH2:19])=[O:18])=[C:2]([N:1]=[CH:25][C:24]3[CH:27]=[CH:28][C:21]([OH:20])=[CH:22][CH:23]=3)[NH:6][N:5]=2)=[CH:13][CH:12]=1. The catalyst class is: 8. (4) Reactant: [C:1]([O:5][C:6]([NH:8][C@H:9]1[CH2:13][CH2:12][N:11]([C@@H:14]([CH2:26][C:27]2[N:28]=[CH:29][N:30]3[C:39]4[C:34](=[CH:35][C:36]([CH3:40])=[CH:37][CH:38]=4)[CH2:33][CH2:32][C:31]=23)[C:15]([O:17][C@@H](C2C=CC=CC=2)C)=[O:16])[CH2:10]1)=[O:7])([CH3:4])([CH3:3])[CH3:2]. Product: [C:1]([O:5][C:6]([NH:8][C@H:9]1[CH2:13][CH2:12][N:11]([C@@H:14]([CH2:26][C:27]2[N:28]=[CH:29][N:30]3[C:39]4[C:34](=[CH:35][C:36]([CH3:40])=[CH:37][CH:38]=4)[CH2:33][CH2:32][C:31]=23)[C:15]([OH:17])=[O:16])[CH2:10]1)=[O:7])([CH3:4])([CH3:3])[CH3:2]. The catalyst class is: 19. (5) Reactant: [I:1]N1C(=O)CCC1=O.[C:9](#[N:17])[C:10]1[C:11](=[CH:13][CH:14]=[CH:15][CH:16]=1)[NH2:12]. Product: [NH2:12][C:11]1[CH:13]=[CH:14][C:15]([I:1])=[CH:16][C:10]=1[C:9]#[N:17]. The catalyst class is: 3. (6) Reactant: [N:1]1([C:7]2[CH:8]=[C:9]([OH:13])[CH:10]=[CH:11][CH:12]=2)[CH2:6][CH2:5][NH:4][CH2:3][CH2:2]1.[C:14](O[C:14]([O:16][C:17]([CH3:20])([CH3:19])[CH3:18])=[O:15])([O:16][C:17]([CH3:20])([CH3:19])[CH3:18])=[O:15]. Product: [C:17]([O:16][C:14]([N:4]1[CH2:3][CH2:2][N:1]([C:7]2[CH:12]=[CH:11][CH:10]=[C:9]([OH:13])[CH:8]=2)[CH2:6][CH2:5]1)=[O:15])([CH3:20])([CH3:19])[CH3:18]. The catalyst class is: 4. (7) Reactant: C(O[C:6](=O)[N:7]([CH2:9][CH2:10][O:11][Si:12]([C:25]([CH3:28])([CH3:27])[CH3:26])([C:19]1[CH:24]=[CH:23][CH:22]=[CH:21][CH:20]=1)[C:13]1[CH:18]=[CH:17][CH:16]=[CH:15][CH:14]=1)C)(C)(C)C.Cl.O1CCOCC1. Product: [C:25]([Si:12]([C:13]1[CH:18]=[CH:17][CH:16]=[CH:15][CH:14]=1)([C:19]1[CH:24]=[CH:23][CH:22]=[CH:21][CH:20]=1)[O:11][CH2:10][CH2:9][NH:7][CH3:6])([CH3:28])([CH3:26])[CH3:27]. The catalyst class is: 2. (8) The catalyst class is: 5. Reactant: [NH2:1][C:2]1[CH:11]=[C:10]2[C:5]([CH:6]=[CH:7][C:8]([S:12]([OH:15])(=[O:14])=[O:13])=[CH:9]2)=[CH:4][CH:3]=1.N1C=CC=CC=1.[C:22](OC(=O)C)(=[O:24])[CH3:23].C[O-].[Na+:31]. Product: [Na+:31].[C:22]([NH:1][C:2]1[CH:11]=[C:10]2[C:5]([CH:6]=[CH:7][C:8]([S:12]([O-:15])(=[O:13])=[O:14])=[CH:9]2)=[CH:4][CH:3]=1)(=[O:24])[CH3:23].